From a dataset of Forward reaction prediction with 1.9M reactions from USPTO patents (1976-2016). Predict the product of the given reaction. (1) Given the reactants [OH:1][C:2]1([C:18]([F:21])([F:20])[F:19])[CH2:7][CH2:6][N:5](C(OCC2C=CC=CC=2)=O)[CH2:4][CH2:3]1.C1CCCCC=1, predict the reaction product. The product is: [F:21][C:18]([F:19])([F:20])[C:2]1([OH:1])[CH2:3][CH2:4][NH:5][CH2:6][CH2:7]1. (2) Given the reactants Cl[C:2]1[C:7]([C:8]([NH2:10])=[O:9])=[CH:6][N:5]=[C:4](Cl)C=1.[O:12]([C:19]1[CH:24]=[CH:23][C:22]([OH:25])=[CH:21][CH:20]=1)[C:13]1[CH:18]=[CH:17][CH:16]=[CH:15][CH:14]=1.C([NH:33][CH:34]1[CH2:40][C:36]2([CH2:39][NH:38][CH2:37]2)[CH2:35]1)(OC(C)(C)C)=O.[C:41]([OH:45])(=O)[CH:42]=[CH2:43].C(C1C=CC(C2CCN(C(OC(C)(C)C)=O)CC=2)=NC=1NC1C=CC(CCN2CCCC2)=CC=1)(=O)[NH2:47], predict the reaction product. The product is: [C:41]([N:38]1[CH2:37][C:36]2([CH2:35][CH:34]([NH:33][C:4]3[N:5]=[C:6]([O:25][C:22]4[CH:21]=[CH:20][C:19]([O:12][C:13]5[CH:18]=[CH:17][CH:16]=[CH:15][CH:14]=5)=[CH:24][CH:23]=4)[C:7]([C:8]([NH2:10])=[O:9])=[CH:2][N:47]=3)[CH2:40]2)[CH2:39]1)(=[O:45])[CH:42]=[CH2:43]. (3) The product is: [Cl:17][C:14]1[CH:13]=[CH:12][C:11]([CH2:10][CH:7]2[CH2:8][CH2:9][CH2:5][C:6]2=[O:18])=[CH:16][CH:15]=1. Given the reactants COC([CH:5]1[CH2:9][CH2:8][CH:7]([CH2:10][C:11]2[CH:16]=[CH:15][C:14]([Cl:17])=[CH:13][CH:12]=2)[C:6]1=[O:18])=O.CN(C)C(=O)C.Cl.C(N(CC)CC)C.O.C(=O)(O)[O-].[Na+], predict the reaction product. (4) Given the reactants Cl[C:2]1[CH:3]=[C:4]([CH2:12][CH3:13])[C:5]2[N:6]([C:8]([NH2:11])=[N:9][N:10]=2)[N:7]=1.[O-:14][CH2:15][CH3:16].[Na+].O, predict the reaction product. The product is: [CH2:15]([O:14][C:2]1[CH:3]=[C:4]([CH2:12][CH3:13])[C:5]2[N:6]([C:8]([NH2:11])=[N:9][N:10]=2)[N:7]=1)[CH3:16]. (5) Given the reactants [O:1]=[C:2]1[CH2:11][CH2:10][CH2:9][C:8]2[CH:7]=[C:6](OS(C(F)(F)F)(=O)=O)[CH:5]=[CH:4][C:3]1=2.[CH3:20][C:21]1[CH:22]=[C:23](B(O)O)[CH:24]=[CH:25][CH:26]=1, predict the reaction product. The product is: [CH3:20][C:21]1[CH:26]=[C:25]([C:6]2[CH:7]=[C:8]3[C:3](=[CH:4][CH:5]=2)[C:2](=[O:1])[CH2:11][CH2:10][CH2:9]3)[CH:24]=[CH:23][CH:22]=1. (6) Given the reactants C(OC(=O)[NH:7][C@H:8]1[CH2:13][CH2:12][C@H:11]([CH2:14][N:15]([CH3:17])[CH3:16])[CH2:10][CH2:9]1)(C)(C)C.FC(F)(F)C(O)=O, predict the reaction product. The product is: [CH3:17][N:15]([CH2:14][C@H:11]1[CH2:12][CH2:13][C@H:8]([NH2:7])[CH2:9][CH2:10]1)[CH3:16].